This data is from Reaction yield outcomes from USPTO patents with 853,638 reactions. The task is: Predict the reaction yield, written as a fraction of the theoretical maximum amount of product (1.0 means a 100% yield; for example, 0.34 means a 34% yield). (1) The reactants are Cl.N[CH2:3][CH2:4][CH2:5][CH2:6][CH:7]([NH:19][C:20]([C:22]1[CH:27]=[CH:26][C:25]([C:28]2[CH:33]=[CH:32][CH:31]=[CH:30][CH:29]=2)=[CH:24][CH:23]=1)=[O:21])[C:8]([NH:10][CH2:11][C:12]1[CH:17]=[CH:16][C:15]([Cl:18])=[CH:14][CH:13]=1)=[O:9].N([O-])=[O:35].[Na+].Cl. The catalyst is O.C(#N)C.O1CCOCC1. The product is [OH:35][CH2:3][CH2:4][CH2:5][CH2:6][CH:7]([NH:19][C:20]([C:22]1[CH:23]=[CH:24][C:25]([C:28]2[CH:29]=[CH:30][CH:31]=[CH:32][CH:33]=2)=[CH:26][CH:27]=1)=[O:21])[C:8]([NH:10][CH2:11][C:12]1[CH:13]=[CH:14][C:15]([Cl:18])=[CH:16][CH:17]=1)=[O:9]. The yield is 0.470. (2) The reactants are C[O:2][C:3](=[O:20])[CH:4]=[CH:5][C:6]1[CH:11]=[CH:10][C:9]([C:12]([F:15])([F:14])[F:13])=[CH:8][C:7]=1[NH:16][CH2:17][CH2:18][CH3:19].[Li+].[OH-]. The catalyst is C1COCC1.CO. The product is [CH2:17]([NH:16][C:7]1[CH:8]=[C:9]([C:12]([F:13])([F:15])[F:14])[CH:10]=[CH:11][C:6]=1[CH:5]=[CH:4][C:3]([OH:20])=[O:2])[CH2:18][CH3:19]. The yield is 0.860.